The task is: Predict the product of the given reaction.. This data is from Forward reaction prediction with 1.9M reactions from USPTO patents (1976-2016). (1) Given the reactants [CH3:1][C:2]1[C:7]([CH2:8][S:9]([C:11]2[N-:19][C:18]3[C:13](=[CH:14][CH:15]=[CH:16][CH:17]=3)[N:12]=2)=[O:10])=[N:6][CH:5]=[CH:4][C:3]=1[O:20][CH2:21][CH2:22][CH2:23][O:24][CH3:25].[Na+], predict the reaction product. The product is: [CH3:1][C:2]1[C:7]([CH2:8][S+:9]([O-:10])[C:11]2[NH:12][C:13]3[CH:14]=[CH:15][CH:16]=[CH:17][C:18]=3[N:19]=2)=[N:6][CH:5]=[CH:4][C:3]=1[O:20][CH2:21][CH2:22][CH2:23][O:24][CH3:25]. (2) Given the reactants [CH3:1][C:2]([C:5]1[C:10]([C:11]2[CH:16]=[C:15]([O:17][CH3:18])[CH:14]=[CH:13][C:12]=2[F:19])=[CH:9][C:8]([CH2:20][O:21][C:22]2[CH:27]=[CH:26][C:25]([C@H:28](/[CH:33]=[CH:34]/C)[CH2:29][C:30]([OH:32])=[O:31])=[CH:24][CH:23]=2)=[CH:7][CH:6]=1)([CH3:4])[CH3:3].[Li+].[OH-], predict the reaction product. The product is: [CH3:4][C:2]([C:5]1[C:10]([C:11]2[CH:16]=[C:15]([O:17][CH3:18])[CH:14]=[CH:13][C:12]=2[F:19])=[CH:9][C:8]([CH2:20][O:21][C:22]2[CH:23]=[CH:24][C:25]([C@H:28]([CH:33]=[CH2:34])[CH2:29][C:30]([OH:32])=[O:31])=[CH:26][CH:27]=2)=[CH:7][CH:6]=1)([CH3:1])[CH3:3]. (3) Given the reactants [CH3:1][O:2][C:3]1[CH:4]=[C:5]2[C:9](=[CH:10][CH:11]=1)[NH:8][CH:7]=[C:6]2[CH2:12]O.[CH3:14][O:15][C:16]([O:20][Si](C)(C)C)=[C:17](C)C.Cl([O-])(=O)(=O)=O.[Mg+2].Cl([O-])(=O)(=O)=O, predict the reaction product. The product is: [CH3:14][O:15][C:16](=[O:20])[CH2:17][CH2:12][C:6]1[C:5]2[C:9](=[CH:10][CH:11]=[C:3]([O:2][CH3:1])[CH:4]=2)[NH:8][CH:7]=1. (4) Given the reactants [Cl:1][C:2]1[CH:7]=[CH:6][C:5]([C:8]2([C:14]3[CH:19]=[CH:18][C:17](I)=[CH:16][CH:15]=3)[O:13][CH2:12][CH2:11][NH:10][CH2:9]2)=[CH:4][CH:3]=1.CC1(C)C(C)(C)OB([C:29]2[CH:30]=[N:31][NH:32][CH:33]=2)O1, predict the reaction product. The product is: [Cl:1][C:2]1[CH:7]=[CH:6][C:5]([C:8]2([C:14]3[CH:19]=[CH:18][C:17]([C:29]4[CH:30]=[N:31][NH:32][CH:33]=4)=[CH:16][CH:15]=3)[O:13][CH2:12][CH2:11][NH:10][CH2:9]2)=[CH:4][CH:3]=1. (5) Given the reactants [C:1]([CH2:4][N:5]1[C:13]2[C:8](=[CH:9][CH:10]=[CH:11][CH:12]=2)[C:7]([CH2:14][CH:15]([O:21][CH2:22][CH2:23][CH3:24])[C:16]([O:18][CH2:19][CH3:20])=[O:17])=[CH:6]1)(O)=[O:2].C(N(CC)CC)C.ClC(OCC)=O, predict the reaction product. The product is: [OH:2][CH2:1][CH2:4][N:5]1[C:13]2[C:8](=[CH:9][CH:10]=[CH:11][CH:12]=2)[C:7]([CH2:14][CH:15]([O:21][CH2:22][CH2:23][CH3:24])[C:16]([O:18][CH2:19][CH3:20])=[O:17])=[CH:6]1.